This data is from Forward reaction prediction with 1.9M reactions from USPTO patents (1976-2016). The task is: Predict the product of the given reaction. Given the reactants [CH2:1]([O:8][C:9](=[O:28])[NH:10][C@@H:11]([CH3:27])[CH2:12][N:13]1[C:21]2[C:16](=[CH:17][CH:18]=[C:19]3[O:24][C:23]([CH2:25]O)=[CH:22][C:20]3=2)[CH:15]=[N:14]1)[C:2]1[CH:7]=[CH:6][CH:5]=[CH:4][CH:3]=1.S(Cl)(Cl)=O.[C-:33]#[N:34].[Na+].C(=O)(O)[O-].[Na+], predict the reaction product. The product is: [CH2:1]([O:8][C:9](=[O:28])[NH:10][C@@H:11]([CH3:27])[CH2:12][N:13]1[C:21]2[C:16](=[CH:17][CH:18]=[C:19]3[O:24][C:23]([CH2:25][C:33]#[N:34])=[CH:22][C:20]3=2)[CH:15]=[N:14]1)[C:2]1[CH:3]=[CH:4][CH:5]=[CH:6][CH:7]=1.